The task is: Binary classification across 12 toxicity assays.. This data is from Tox21: 12 toxicity assays (nuclear receptors and stress response pathways). (1) The molecule is O=CCCCC=O. It tested positive (active) for: NR-PPAR-gamma (PPAR-gamma nuclear receptor agonist), SR-ATAD5 (ATAD5 genotoxicity (DNA damage)), and SR-p53 (p53 tumor suppressor activation). (2) The drug is O=C(Nc1ccccc1)Nc1ccnc(Cl)c1. It tested positive (active) for: NR-AhR (Aryl hydrocarbon Receptor agonist activity), SR-ARE (Antioxidant Response Element (oxidative stress)), and SR-MMP (Mitochondrial Membrane Potential disruption).